From a dataset of Forward reaction prediction with 1.9M reactions from USPTO patents (1976-2016). Predict the product of the given reaction. (1) The product is: [Cl:1][C:2]1[CH:7]=[CH:6][C:5]([C:8]2[CH:9]=[C:10]([C:11]([F:14])([F:13])[F:12])[N:41]=[C:40]([NH:39][C:29]3[CH:30]=[CH:31][C:32]([N:33]4[CH:37]=[C:36]([CH3:38])[N:35]=[CH:34]4)=[C:27]([O:26][CH3:25])[CH:28]=3)[N:42]=2)=[CH:4][CH:3]=1. Given the reactants [Cl:1][C:2]1[CH:7]=[CH:6][C:5]([C:8](=O)[CH2:9][C:10](=O)[C:11]([F:14])([F:13])[F:12])=[CH:4][CH:3]=1.[N+]([O-])(O)=O.[N+]([O-])(O)=O.[CH3:25][O:26][C:27]1[CH:28]=[C:29]([NH:39][C:40]([NH2:42])=[NH:41])[CH:30]=[CH:31][C:32]=1[N:33]1[CH:37]=[C:36]([CH3:38])[N:35]=[CH:34]1.C(N(CC)CC)C, predict the reaction product. (2) Given the reactants [C:1]([NH:9][C:10]([NH:12][C:13]1([C:27]2[CH:32]=[CH:31][CH:30]=[CH:29][C:28]=2[F:33])[CH:17]([CH2:18]O)[CH2:16][N:15](C(OC(C)(C)C)=O)[CH2:14]1)=[S:11])(=[O:8])[C:2]1[CH:7]=[CH:6][CH:5]=[CH:4][CH:3]=1.ClC(N(C)C)=C(C)C, predict the reaction product. The product is: [F:33][C:28]1[CH:29]=[CH:30][CH:31]=[CH:32][C:27]=1[C:13]12[CH2:14][NH:15][CH2:16][CH:17]1[CH2:18][S:11][C:10]([NH:9][C:1](=[O:8])[C:2]1[CH:7]=[CH:6][CH:5]=[CH:4][CH:3]=1)=[N:12]2. (3) Given the reactants Cl[C:2]1[N:3]([C@@H:15]2[O:21][C@H:20]([CH2:22][OH:23])[C@@H:18]([OH:19])[C@H:16]2[OH:17])[C:4]2[C:9]([C:10]=1[CH:11]=O)=[CH:8][C:7]([Cl:13])=[C:6]([Cl:14])[CH:5]=2.[CH3:24][NH:25][NH2:26].CO.O, predict the reaction product. The product is: [Cl:13][C:7]1[CH:8]=[C:9]2[C:4](=[CH:5][C:6]=1[Cl:14])[N:3]([C@@H:15]1[O:21][C@H:20]([CH2:22][OH:23])[C@@H:18]([OH:19])[C@H:16]1[OH:17])[C:2]1[N:25]([CH3:24])[N:26]=[CH:11][C:10]2=1. (4) Given the reactants [CH3:1][O:2][C:3](=[O:37])[CH2:4][N:5]([S:26](=[O:36])(=[O:35])[NH:27]C(OC(C)(C)C)=O)[C:6]1[C:15]2[C:10](=[CH:11][CH:12]=[C:13]([O:16][CH3:17])[CH:14]=2)[CH:9]=[C:8]([O:18][CH2:19][C:20]2[CH:25]=[CH:24][CH:23]=[CH:22][CH:21]=2)[CH:7]=1, predict the reaction product. The product is: [CH3:1][O:2][C:3](=[O:37])[CH2:4][N:5]([S:26](=[O:35])(=[O:36])[NH2:27])[C:6]1[C:15]2[C:10](=[CH:11][CH:12]=[C:13]([O:16][CH3:17])[CH:14]=2)[CH:9]=[C:8]([O:18][CH2:19][C:20]2[CH:25]=[CH:24][CH:23]=[CH:22][CH:21]=2)[CH:7]=1. (5) Given the reactants [NH2:1][C:2]1[CH:3]=[C:4]([OH:12])[C:5](=[CH:10][CH:11]=1)[C:6]([O:8][CH3:9])=[O:7].[C:13](OC(=O)C)(=[O:15])[CH3:14], predict the reaction product. The product is: [C:13]([NH:1][C:2]1[CH:3]=[C:4]([OH:12])[C:5](=[CH:10][CH:11]=1)[C:6]([O:8][CH3:9])=[O:7])(=[O:15])[CH3:14].